Dataset: Full USPTO retrosynthesis dataset with 1.9M reactions from patents (1976-2016). Task: Predict the reactants needed to synthesize the given product. (1) Given the product [N+:12]([C:15]1[CH:23]=[CH:22][C:18]([C:19]([NH:5][CH2:2][C:3]#[CH:4])=[O:20])=[CH:17][CH:16]=1)([O-:14])=[O:13], predict the reactants needed to synthesize it. The reactants are: Cl.[CH2:2]([NH2:5])[C:3]#[CH:4].N1C=CC=CC=1.[N+:12]([C:15]1[CH:23]=[CH:22][C:18]([C:19](Cl)=[O:20])=[CH:17][CH:16]=1)([O-:14])=[O:13]. (2) Given the product [CH:31]1([N:1]2[CH2:6][CH2:5][CH2:4][C@H:3]([CH2:7][O:8][C:9]3[CH:10]=[CH:11][C:12]([N:15]4[CH2:16][CH2:17][N:18]([C:21]([C:23]5[CH:24]=[CH:25][C:26]([C:27]#[N:28])=[CH:29][CH:30]=5)=[O:22])[CH2:19][CH2:20]4)=[CH:13][CH:14]=3)[CH2:2]2)[CH2:35][CH2:34][CH2:33][CH2:32]1, predict the reactants needed to synthesize it. The reactants are: [NH:1]1[CH2:6][CH2:5][CH2:4][C@H:3]([CH2:7][O:8][C:9]2[CH:14]=[CH:13][C:12]([N:15]3[CH2:20][CH2:19][N:18]([C:21]([C:23]4[CH:30]=[CH:29][C:26]([C:27]#[N:28])=[CH:25][CH:24]=4)=[O:22])[CH2:17][CH2:16]3)=[CH:11][CH:10]=2)[CH2:2]1.[C:31]1(=O)[CH2:35][CH2:34][CH2:33][CH2:32]1. (3) Given the product [Cl:31][C:21]1[CH:22]=[C:23]([C:25]2[N:29]([CH3:30])[N:28]=[CH:27][N:26]=2)[S:24][C:20]=1[C:18]1[N:5]2[N:6]=[C:7]([CH3:17])[CH:8]=[C:9]([CH:10]([CH2:14][CH2:15][CH3:16])[CH2:11][CH2:12][CH3:13])[C:4]2=[N:3][C:2]=1[CH3:1], predict the reactants needed to synthesize it. The reactants are: [CH3:1][C:2]1[N:3]=[C:4]2[C:9]([CH:10]([CH2:14][CH2:15][CH3:16])[CH2:11][CH2:12][CH3:13])=[CH:8][C:7]([CH3:17])=[N:6][N:5]2[CH:18]=1.Br[C:20]1[S:24][C:23]([C:25]2[N:29]([CH3:30])[N:28]=[CH:27][N:26]=2)=[CH:22][C:21]=1[Cl:31].CC([O-])=O.[K+].N#N. (4) The reactants are: [F:1][C:2]1[CH:3]=[C:4]2[C:8](=[CH:9][CH:10]=1)[NH:7][C:6](=[O:11])[CH:5]2[CH2:12][CH2:13][CH2:14][CH2:15]OS(C)(=O)=O.[Cl:21][C:22]1[CH:23]=[C:24]([N:28]2[CH2:33][CH2:32][NH:31][CH2:30][CH2:29]2)[CH:25]=[CH:26][CH:27]=1. Given the product [ClH:21].[Cl:21][C:22]1[CH:23]=[C:24]([N:28]2[CH2:33][CH2:32][N:31]([CH2:15][CH2:14][CH2:13][CH2:12][CH:5]3[C:4]4[C:8](=[CH:9][CH:10]=[C:2]([F:1])[CH:3]=4)[NH:7][C:6]3=[O:11])[CH2:30][CH2:29]2)[CH:25]=[CH:26][CH:27]=1, predict the reactants needed to synthesize it. (5) Given the product [C:18]([O:17][C:15]([NH:1][C:2]1[CH:3]=[C:4]([CH:8]=[C:9]([O:11][CH3:12])[CH:10]=1)[C:5]([OH:7])=[O:6])=[O:16])([CH3:21])([CH3:20])[CH3:19], predict the reactants needed to synthesize it. The reactants are: [NH2:1][C:2]1[CH:3]=[C:4]([CH:8]=[C:9]([O:11][CH3:12])[CH:10]=1)[C:5]([OH:7])=[O:6].[OH-].[Na+].[C:15](O[C:15]([O:17][C:18]([CH3:21])([CH3:20])[CH3:19])=[O:16])([O:17][C:18]([CH3:21])([CH3:20])[CH3:19])=[O:16].OS([O-])(=O)=O.[K+]. (6) Given the product [CH3:17][N:18]1[CH2:23][CH2:22][N:21]([C:8]2[CH:13]=[CH:12][C:11]([NH2:14])=[CH:10][CH:9]=2)[CH2:20][CH2:19]1, predict the reactants needed to synthesize it. The reactants are: C(=O)([O-])[O-].[K+].[K+].F[C:8]1[CH:13]=[CH:12][C:11]([N+:14]([O-])=O)=[CH:10][CH:9]=1.[CH3:17][N:18]1[CH2:23][CH2:22][NH:21][CH2:20][CH2:19]1.[H][H].